This data is from Full USPTO retrosynthesis dataset with 1.9M reactions from patents (1976-2016). The task is: Predict the reactants needed to synthesize the given product. (1) Given the product [C:28]([O:27][C:25](=[O:26])[NH:24][CH2:23][C:21]1[CH:20]=[CH:19][C:18]([C:32]([F:35])([F:33])[F:34])=[C:17]([C:14]2[CH2:15][CH2:16][NH:11][CH2:12][CH:13]=2)[CH:22]=1)([CH3:31])([CH3:29])[CH3:30], predict the reactants needed to synthesize it. The reactants are: C(OC([N:11]1[CH2:16][CH:15]=[C:14]([C:17]2[CH:22]=[C:21]([CH2:23][NH:24][C:25]([O:27][C:28]([CH3:31])([CH3:30])[CH3:29])=[O:26])[CH:20]=[CH:19][C:18]=2[C:32]([F:35])([F:34])[F:33])[CH2:13][CH2:12]1)=O)C1C=CC=CC=1. (2) Given the product [Br:1][C:2]1[C:3]2[CH2:4][C@@H:5]3[CH2:14][N:13]([CH2:21][CH2:15][OH:18])[CH2:12][CH2:11][N:6]3[C:7]=2[CH:8]=[CH:9][CH:10]=1, predict the reactants needed to synthesize it. The reactants are: [Br:1][C:2]1[C:3]2[CH2:4][C@@H:5]3[CH2:14][NH:13][CH2:12][CH2:11][N:6]3[C:7]=2[CH:8]=[CH:9][CH:10]=1.[C:15](=[O:18])([O-])[O-].[K+].[K+].[C:21](#N)C. (3) Given the product [Cl:12][C:13]1[CH:14]=[C:15]([C@H:20]2[C@H:26]([CH:27]=[CH2:1])[O:25][CH2:24][CH2:23][N:22]([C:29]([O:31][C:32]([CH3:34])([CH3:35])[CH3:33])=[O:30])[CH2:21]2)[CH:16]=[CH:17][C:18]=1[Cl:19], predict the reactants needed to synthesize it. The reactants are: [CH2:1]([Li])CCC.CCCCCC.[Cl:12][C:13]1[CH:14]=[C:15]([C@H:20]2[C@H:26]([CH:27]=O)[O:25][CH2:24][CH2:23][N:22]([C:29]([O:31][C:32]([CH3:35])([CH3:34])[CH3:33])=[O:30])[CH2:21]2)[CH:16]=[CH:17][C:18]=1[Cl:19].O. (4) Given the product [Cl:1][C:2]1[C:3]([O:26][CH2:27][CH3:28])=[C:4](/[C:17](/[CH3:25])=[C:18](/[F:24])\[CH2:19][OH:20])[CH:5]=[C:6]2[C:11]=1[O:10][C:9]([CH3:12])([CH3:13])[CH:8]=[C:7]2[CH:14]([CH3:16])[CH3:15], predict the reactants needed to synthesize it. The reactants are: [Cl:1][C:2]1[C:3]([O:26][CH2:27][CH3:28])=[C:4]([C:17]([CH3:25])=[C:18]([F:24])[C:19](OCC)=[O:20])[CH:5]=[C:6]2[C:11]=1[O:10][C:9]([CH3:13])([CH3:12])[CH:8]=[C:7]2[CH:14]([CH3:16])[CH3:15].ClC1C(OCC)=C(/C(/C)=C(/F)\C(OCC)=O)C=C2C=1OC(C)(C)C=C2C(C)C.[H-].C([Al+]CC(C)C)C(C)C.